Dataset: Catalyst prediction with 721,799 reactions and 888 catalyst types from USPTO. Task: Predict which catalyst facilitates the given reaction. (1) Reactant: C([O:3][C:4](=[O:38])[C:5]([CH3:37])([O:7][C:8]1[CH:13]=[CH:12][C:11]([O:14][CH2:15][CH2:16][CH:17]([O:21][C:22]2[CH:36]=[CH:35][C:25]3[C:26]([C:29]4[CH:34]=[CH:33][CH:32]=[CH:31][CH:30]=4)=[CH:27][O:28][C:24]=3[CH:23]=2)[CH2:18][CH2:19][CH3:20])=[CH:10][CH:9]=1)[CH3:6])C.[OH-].[Na+].Cl. Product: [CH3:6][C:5]([O:7][C:8]1[CH:13]=[CH:12][C:11]([O:14][CH2:15][CH2:16][CH:17]([O:21][C:22]2[CH:36]=[CH:35][C:25]3[C:26]([C:29]4[CH:30]=[CH:31][CH:32]=[CH:33][CH:34]=4)=[CH:27][O:28][C:24]=3[CH:23]=2)[CH2:18][CH2:19][CH3:20])=[CH:10][CH:9]=1)([CH3:37])[C:4]([OH:38])=[O:3]. The catalyst class is: 40. (2) Reactant: Br[C:2]1[CH:7]=[CH:6][C:5]([Cl:8])=[C:4]([Cl:9])[CH:3]=1.[Mg].[C:11]([N:18]1[CH2:22][CH2:21][C:20](=[O:23])[CH2:19]1)([O:13][C:14]([CH3:17])([CH3:16])[CH3:15])=[O:12].[Cl-].[NH4+]. Product: [Cl:9][C:4]1[CH:3]=[C:2]([C:20]2([OH:23])[CH2:21][CH2:22][N:18]([C:11]([O:13][C:14]([CH3:16])([CH3:15])[CH3:17])=[O:12])[CH2:19]2)[CH:7]=[CH:6][C:5]=1[Cl:8]. The catalyst class is: 7. (3) Product: [CH2:23]([O:22][C:18]([O:19][CH2:20][CH3:21])([C@@H:1]([NH:5][C@H:6]([C:8]1[CH:9]=[CH:10][CH:11]=[CH:12][CH:13]=1)[CH3:7])[CH2:2][CH2:3][CH3:4])[C:17]([O:25][CH2:26][CH3:27])=[O:16])[CH3:24]. The catalyst class is: 504. Reactant: [CH:1](=[N:5]/[C@H:6]([C:8]1[CH:13]=[CH:12][CH:11]=[CH:10][CH:9]=1)[CH3:7])\[CH2:2][CH2:3][CH3:4].C[Si](C)(C)[O:16][C:17]([O:25][CH2:26][CH3:27])=[C:18]([O:22][CH2:23][CH3:24])[O:19][CH2:20][CH3:21]. (4) Reactant: [O:1]1[C:5]2[CH:6]=[CH:7][CH:8]=[CH:9][C:4]=2[C:3]([C:10]2[CH:15]=[CH:14][C:13]([O:16]C)=[CH:12][C:11]=2[OH:18])=[N:2]1.B(Br)(Br)Br.O. Product: [O:1]1[C:5]2[CH:6]=[CH:7][CH:8]=[CH:9][C:4]=2[C:3]([C:10]2[CH:15]=[CH:14][C:13]([OH:16])=[CH:12][C:11]=2[OH:18])=[N:2]1. The catalyst class is: 4. (5) Reactant: Cl[C:2]1[C:11]2[C:6](=[CH:7][C:8]([C:12]3[C:13]([CH3:18])=[N:14][O:15][C:16]=3[CH3:17])=[CH:9][CH:10]=2)[N:5]=[CH:4][C:3]=1[C:19]([NH2:21])=[O:20].[NH2:22][C:23]1[CH:24]=[C:25]([C:29]([O:31][CH3:32])=[O:30])[CH:26]=[N:27][CH:28]=1. Product: [NH2:21][C:19]([C:3]1[CH:4]=[N:5][C:6]2[C:11]([C:2]=1[NH:22][C:23]1[CH:24]=[C:25]([C:29]([O:31][CH3:32])=[O:30])[CH:26]=[N:27][CH:28]=1)=[CH:10][CH:9]=[C:8]([C:12]1[C:13]([CH3:18])=[N:14][O:15][C:16]=1[CH3:17])[CH:7]=2)=[O:20]. The catalyst class is: 15.